Dataset: Forward reaction prediction with 1.9M reactions from USPTO patents (1976-2016). Task: Predict the product of the given reaction. (1) Given the reactants Br[C:2]1[CH:3]=[CH:4][C:5]2[C:6]3[CH2:15][N:14]([C:16]([O:18][C:19]([CH3:22])([CH3:21])[CH3:20])=[O:17])[CH2:13][CH2:12][C:7]=3[N:8]([CH3:11])[C:9]=2[CH:10]=1.[F:23][C:24]([F:39])([F:38])[C:25]1[CH:30]=[CH:29][C:28]([C:31]2[CH:36]=[CH:35][NH:34][C:33](=[O:37])[CH:32]=2)=[CH:27][CH:26]=1, predict the reaction product. The product is: [CH3:11][N:8]1[C:9]2[CH:10]=[C:2]([N:34]3[CH:35]=[CH:36][C:31]([C:28]4[CH:27]=[CH:26][C:25]([C:24]([F:38])([F:39])[F:23])=[CH:30][CH:29]=4)=[CH:32][C:33]3=[O:37])[CH:3]=[CH:4][C:5]=2[C:6]2[CH2:15][N:14]([C:16]([O:18][C:19]([CH3:22])([CH3:21])[CH3:20])=[O:17])[CH2:13][CH2:12][C:7]1=2. (2) Given the reactants [C:1]([N:4]1[C:12]2[C:11]([Cl:13])=[CH:10][CH:9]=[C:8]3[CH2:14][CH2:15][N:16](C(OC(C)(C)C)=O)[CH2:17][C@H:6]([C:7]=23)[CH2:5]1)(=[O:3])[CH3:2].Cl.C(OCC)(=O)C, predict the reaction product. The product is: [ClH:13].[Cl:13][C:11]1[C:12]2[N:4]([C:1](=[O:3])[CH3:2])[CH2:5][C@@H:6]3[CH2:17][NH:16][CH2:15][CH2:14][C:8]([C:7]=23)=[CH:9][CH:10]=1. (3) Given the reactants [N+:1]([C:4]1[CH:13]=[CH:12][CH:11]=[C:10]2[C:5]=1[CH:6]=[CH:7][C:8](Cl)=[N:9]2)([O-])=O.[F:15][C:16]1[CH:21]=[CH:20][C:19]([S:22](Cl)(=[O:24])=[O:23])=[CH:18][CH:17]=1.[CH3:26][O:27][C:28]1[CH:36]=[C:35]2[C:31]([CH2:32][CH2:33][CH:34]2[NH2:37])=[CH:30][CH:29]=1, predict the reaction product. The product is: [F:15][C:16]1[CH:21]=[CH:20][C:19]([S:22]([NH:1][C:4]2[CH:13]=[CH:12][CH:11]=[C:10]3[C:5]=2[CH:6]=[CH:7][C:8]([NH:37][CH:34]2[C:35]4[C:31](=[CH:30][CH:29]=[C:28]([O:27][CH3:26])[CH:36]=4)[CH2:32][CH2:33]2)=[N:9]3)(=[O:24])=[O:23])=[CH:18][CH:17]=1. (4) Given the reactants [CH:1]1([N:4]([CH:47]2[CH2:52][CH2:51][CH:50]([C:53]([O:55]CC)=[O:54])[CH2:49][CH2:48]2)[S:5]([C:8]2[CH:9]=[C:10]([CH:44]=[CH:45][CH:46]=2)[C:11]([NH:13][C:14]2[S:15][C:16]3[CH2:43][CH2:42][CH2:41][CH2:40][C:17]=3[C:18]=2[C:19]([NH:21][C:22]2[CH:27]=[CH:26][C:25]([CH2:28][CH2:29][C:30]3[CH:39]=[CH:38][C:33]([C:34]([O:36]C)=[O:35])=[CH:32][CH:31]=3)=[CH:24][CH:23]=2)=[O:20])=[O:12])(=[O:7])=[O:6])[CH2:3][CH2:2]1.[OH-].[Na+], predict the reaction product. The product is: [C:53]([C@H:50]1[CH2:51][CH2:52][C@H:47]([N:4]([CH:1]2[CH2:2][CH2:3]2)[S:5]([C:8]2[CH:9]=[C:10]([CH:44]=[CH:45][CH:46]=2)[C:11]([NH:13][C:14]2[S:15][C:16]3[CH2:43][CH2:42][CH2:41][CH2:40][C:17]=3[C:18]=2[C:19]([NH:21][C:22]2[CH:27]=[CH:26][C:25]([CH2:28][CH2:29][C:30]3[CH:31]=[CH:32][C:33]([C:34]([OH:36])=[O:35])=[CH:38][CH:39]=3)=[CH:24][CH:23]=2)=[O:20])=[O:12])(=[O:6])=[O:7])[CH2:48][CH2:49]1)([OH:55])=[O:54].[C:53]([C@@H:50]1[CH2:51][CH2:52][C@H:47]([N:4]([CH:1]2[CH2:2][CH2:3]2)[S:5]([C:8]2[CH:9]=[C:10]([CH:44]=[CH:45][CH:46]=2)[C:11]([NH:13][C:14]2[S:15][C:16]3[CH2:43][CH2:42][CH2:41][CH2:40][C:17]=3[C:18]=2[C:19]([NH:21][C:22]2[CH:27]=[CH:26][C:25]([CH2:28][CH2:29][C:30]3[CH:31]=[CH:32][C:33]([C:34]([OH:36])=[O:35])=[CH:38][CH:39]=3)=[CH:24][CH:23]=2)=[O:20])=[O:12])(=[O:6])=[O:7])[CH2:48][CH2:49]1)([OH:55])=[O:54]. (5) The product is: [Cl:1][C:2]1[CH:7]=[C:6]([NH:13][C:14]2[CH:19]=[CH:18][CH:17]=[CH:16][C:15]=2[S:20]([CH:23]([CH3:25])[CH3:24])(=[O:22])=[O:21])[C:5]([C:9]([F:12])([F:11])[F:10])=[CH:4][N:3]=1. Given the reactants [Cl:1][C:2]1[CH:7]=[C:6](I)[C:5]([C:9]([F:12])([F:11])[F:10])=[CH:4][N:3]=1.[NH2:13][C:14]1[CH:19]=[CH:18][CH:17]=[CH:16][C:15]=1[S:20]([CH:23]([CH3:25])[CH3:24])(=[O:22])=[O:21].CC1(C)C2C(=C(P(C3C=CC=CC=3)C3C=CC=CC=3)C=CC=2)OC2C(P(C3C=CC=CC=3)C3C=CC=CC=3)=CC=CC1=2.C(=O)([O-])[O-].[Cs+].[Cs+], predict the reaction product. (6) Given the reactants C[N:2]1[CH:6]=[CH:5][CH:4]=[C:3]1[C:7]#[N:8].[B].[CH3:10][C:11]1([CH3:23])[O:21][C:19](=[O:20])[NH:18][C:17]2[CH:16]=[CH:15][C:14](Br)=[CH:13][C:12]1=2, predict the reaction product. The product is: [CH3:10][C:11]1([CH3:23])[C:12]2[CH:13]=[C:14]([C:6]3[NH:2][C:3]([C:7]#[N:8])=[CH:4][CH:5]=3)[CH:15]=[CH:16][C:17]=2[NH:18][C:19](=[O:20])[O:21]1. (7) The product is: [C:37]([C:35]1[O:34][N:33]=[C:32]([NH:31][C:29](=[O:30])[CH2:28][C:25]2[CH:26]=[CH:27][C:22]([C:19]3[N:16]4[CH:17]=[CH:18][C:13]([C:10]5[CH:11]=[CH:12][C:7]([S:4]([CH2:3][CH2:2][N:1]([CH2:41][CH3:42])[CH2:45][CH3:46])(=[O:5])=[O:6])=[CH:8][CH:9]=5)=[CH:14][C:15]4=[N:21][CH:20]=3)=[CH:23][CH:24]=2)[CH:36]=1)([CH3:40])([CH3:39])[CH3:38]. Given the reactants [NH2:1][CH2:2][CH2:3][S:4]([C:7]1[CH:12]=[CH:11][C:10]([C:13]2[CH:18]=[CH:17][N:16]3[C:19]([C:22]4[CH:27]=[CH:26][C:25]([CH2:28][C:29]([NH:31][C:32]5[CH:36]=[C:35]([C:37]([CH3:40])([CH3:39])[CH3:38])[O:34][N:33]=5)=[O:30])=[CH:24][CH:23]=4)=[CH:20][N:21]=[C:15]3[CH:14]=2)=[CH:9][CH:8]=1)(=[O:6])=[O:5].[C:41](O)(=O)[CH3:42].[CH:45](=O)[CH3:46].C([BH3-])#N.[Na+], predict the reaction product. (8) Given the reactants P(Cl)(Cl)(Cl)=O.[CH2:6]([N:13]1[CH2:17][CH2:16][CH2:15][C:14]1=O)[C:7]1[CH:12]=[CH:11][CH:10]=[CH:9][CH:8]=1.[NH2:19][C:20]1[CH:27]=[CH:26][C:25]([F:28])=[CH:24][C:21]=1[C:22]#[N:23].[OH-].[Na+], predict the reaction product. The product is: [F:28][C:25]1[CH:26]=[CH:27][C:20]([N:19]=[C:14]2[CH2:15][CH2:16][CH2:17][N:13]2[CH2:6][C:7]2[CH:12]=[CH:11][CH:10]=[CH:9][CH:8]=2)=[C:21]([CH:24]=1)[C:22]#[N:23]. (9) Given the reactants [Cl:1][C:2]1[CH:7]=[CH:6][C:5]([Cl:8])=[CH:4][C:3]=1[S:9](Cl)(=[O:11])=[O:10].N1C=CC=CC=1.[NH2:19][C:20]1[CH:21]=[CH:22][C:23]2[O:27][C:26]([CH3:28])=[N:25][C:24]=2[CH:29]=1.C([O-])(O)=O.[Na+], predict the reaction product. The product is: [Cl:1][C:2]1[CH:7]=[CH:6][C:5]([Cl:8])=[CH:4][C:3]=1[S:9]([NH:19][C:20]1[CH:21]=[CH:22][C:23]2[O:27][C:26]([CH3:28])=[N:25][C:24]=2[CH:29]=1)(=[O:11])=[O:10]. (10) Given the reactants [C:1]([N:5]1[CH:9]=[C:8]([CH:10](O)[C:11]2[CH:16]=[CH:15][CH:14]=[CH:13][CH:12]=2)/[C:7](=[N:18]/[C:19](=[O:29])[C:20]2[CH:25]=[C:24]([Cl:26])[CH:23]=[CH:22][C:21]=2[O:27][CH3:28])/[S:6]1)([CH3:4])([CH3:3])[CH3:2].C([SiH](CC)CC)C.[C:37]([OH:43])([C:39]([F:42])([F:41])[F:40])=[O:38], predict the reaction product. The product is: [F:40][C:39]([F:42])([F:41])[C:37]([OH:43])=[O:38].[CH2:10]([C:8]1=[CH:9][N:5]([C:1]([CH3:4])([CH3:3])[CH3:2])[S:6]/[C:7]/1=[N:18]\[C:19](=[O:29])[C:20]1[CH:25]=[C:24]([Cl:26])[CH:23]=[CH:22][C:21]=1[O:27][CH3:28])[C:11]1[CH:16]=[CH:15][CH:14]=[CH:13][CH:12]=1.